Dataset: Full USPTO retrosynthesis dataset with 1.9M reactions from patents (1976-2016). Task: Predict the reactants needed to synthesize the given product. (1) Given the product [Cl:1][C:2]1[C:6]([Cl:7])=[C:5]([C:8]([C:10]2[CH:14]=[CH:13][S:12][CH:11]=2)=[N:16][OH:17])[S:4][N:3]=1, predict the reactants needed to synthesize it. The reactants are: [Cl:1][C:2]1[C:6]([Cl:7])=[C:5]([C:8]([C:10]2[CH:14]=[CH:13][S:12][CH:11]=2)=O)[S:4][N:3]=1.Cl.[NH2:16][OH:17]. (2) Given the product [CH3:28][O:27][C:7]1[CH:6]=[C:5]([CH2:4][C:1]([O:3][CH3:29])=[O:2])[CH:26]=[CH:25][C:8]=1[O:9][C:10]1[C:11]([N+:22]([O-:24])=[O:23])=[C:12]2[C:16](=[CH:17][CH:18]=1)[NH:15][C:14]([C:19]([OH:21])=[O:20])=[CH:13]2, predict the reactants needed to synthesize it. The reactants are: [C:1]([CH2:4][C:5]1[CH:26]=[CH:25][C:8]([O:9][C:10]2[C:11]([N+:22]([O-:24])=[O:23])=[C:12]3[C:16](=[CH:17][CH:18]=2)[NH:15][C:14]([C:19]([OH:21])=[O:20])=[CH:13]3)=[C:7]([O:27][CH3:28])[CH:6]=1)([OH:3])=[O:2].[CH3:29][Si](Cl)(C)C. (3) Given the product [F:28][C:13]1([F:12])[CH2:14][CH2:15][C:16]([CH2:26][NH:27][C:4](=[O:6])[C:3]2[CH:7]=[C:8]([F:11])[CH:9]=[CH:10][C:2]=2[F:1])([C:19]2[CH:20]=[N:21][C:22]([F:25])=[CH:23][CH:24]=2)[CH2:17][CH2:18]1, predict the reactants needed to synthesize it. The reactants are: [F:1][C:2]1[CH:10]=[CH:9][C:8]([F:11])=[CH:7][C:3]=1[C:4]([OH:6])=O.[F:12][C:13]1([F:28])[CH2:18][CH2:17][C:16]([CH2:26][NH2:27])([C:19]2[CH:20]=[N:21][C:22]([F:25])=[CH:23][CH:24]=2)[CH2:15][CH2:14]1.